Dataset: Catalyst prediction with 721,799 reactions and 888 catalyst types from USPTO. Task: Predict which catalyst facilitates the given reaction. (1) Reactant: [C:1]([C:4]1[C:22](=[O:23])[C@@:8]2([CH3:24])[C:9]3[C:15]([OH:16])=[CH:14][C:13]([O:17][CH3:18])=[C:12]([C:19]([NH2:21])=[O:20])[C:10]=3[O:11][C:7]2=[CH:6][C:5]=1[OH:25])(=[O:3])[CH3:2].[CH:26]([C:28]1[CH:37]=[CH:36][C:35]2[C:30](=[CH:31][CH:32]=[CH:33][CH:34]=2)[C:29]=1[CH:38]=O)=[CH2:27].C([SiH](CC)CC)C.FC(F)(F)C(O)=O. Product: [C:1]([C:4]1[C:22](=[O:23])[C@@:8]2([CH3:24])[C:9]3[C:15]([OH:16])=[CH:14][C:13]([O:17][CH3:18])=[C:12]([C:19]([NH:21][CH2:38][C:29]4[C:30]5[C:35](=[CH:34][CH:33]=[CH:32][CH:31]=5)[CH:36]=[CH:37][C:28]=4[CH:26]=[CH2:27])=[O:20])[C:10]=3[O:11][C:7]2=[CH:6][C:5]=1[OH:25])(=[O:3])[CH3:2]. The catalyst class is: 10. (2) Reactant: [Cl:1][C:2]1[CH:7]=[CH:6][C:5]([CH:8]([C:20]2[CH:25]=[CH:24][C:23]([OH:26])=[CH:22][CH:21]=2)[CH2:9][C:10]([C:12]2[CH:13]=[CH:14][C:15](=[O:19])[N:16]([CH3:18])[CH:17]=2)=[O:11])=[C:4]([CH3:27])[CH:3]=1.[Cl:28][C:29]1[CH:34]=[CH:33][C:32](B(O)O)=[CH:31][C:30]=1[C:38]([O:40][CH2:41][CH3:42])=[O:39].N1C=CC=CC=1. Product: [CH2:41]([O:40][C:38](=[O:39])[C:30]1[CH:31]=[C:32]([O:26][C:23]2[CH:22]=[CH:21][C:20]([CH:8]([C:5]3[CH:6]=[CH:7][C:2]([Cl:1])=[CH:3][C:4]=3[CH3:27])[CH2:9][C:10]([C:12]3[CH:13]=[CH:14][C:15](=[O:19])[N:16]([CH3:18])[CH:17]=3)=[O:11])=[CH:25][CH:24]=2)[CH:33]=[CH:34][C:29]=1[Cl:28])[CH3:42]. The catalyst class is: 221. (3) Reactant: [NH2:1][C:2]1[CH:3]=[C:4]([C:8]2[N:13]=[C:12]3[S:14][C:15]([NH:17][C:18](=[O:20])[CH3:19])=[N:16][C:11]3=[CH:10][CH:9]=2)[CH:5]=[CH:6][CH:7]=1.N1C=CC=CC=1.[CH3:27][O:28][C:29]1[CH:34]=[CH:33][C:32]([S:35](Cl)(=[O:37])=[O:36])=[CH:31][CH:30]=1.CCOCC. Product: [CH3:27][O:28][C:29]1[CH:30]=[CH:31][C:32]([S:35]([NH:1][C:2]2[CH:3]=[C:4]([C:8]3[N:13]=[C:12]4[S:14][C:15]([NH:17][C:18](=[O:20])[CH3:19])=[N:16][C:11]4=[CH:10][CH:9]=3)[CH:5]=[CH:6][CH:7]=2)(=[O:37])=[O:36])=[CH:33][CH:34]=1. The catalyst class is: 2. (4) Reactant: [F:1][C:2]1[CH:3]=[C:4]([CH:6]=[CH:7][CH:8]=1)[NH2:5].C1C(=O)N([Br:16])C(=O)C1.ClCCl. The catalyst class is: 561. Product: [Br:16][C:8]1[CH:7]=[CH:6][C:4]([NH2:5])=[CH:3][C:2]=1[F:1]. (5) Reactant: C(O)C.Cl[CH2:5][CH2:6][CH2:7][CH2:8][CH2:9][O:10][C:11]1[CH:16]=[CH:15][C:14]([CH3:17])=[C:13]([S:18][CH2:19][C:20]([F:23])([F:22])[F:21])[CH:12]=1.[S-:24][C:25]#[N:26].[K+].[I-].[K+]. Product: [S:24]([CH2:5][CH2:6][CH2:7][CH2:8][CH2:9][O:10][C:11]1[CH:16]=[CH:15][C:14]([CH3:17])=[C:13]([S:18][CH2:19][C:20]([F:23])([F:22])[F:21])[CH:12]=1)[C:25]#[N:26]. The catalyst class is: 175. (6) Reactant: [C:1]([C:3]1[C:4]([C:17]2[CH:22]=[CH:21][CH:20]=[CH:19][CH:18]=2)=[N:5][C:6]2[C:11]([N:12]=1)=[CH:10][C:9]([C:13]([O:15]C)=[O:14])=[CH:8][CH:7]=2)#N.[OH-].[Na+].Cl. Product: [C:4]([C:17]1[CH:22]=[CH:21][C:1]([C:3]2[C:4]([C:17]3[CH:18]=[CH:19][CH:20]=[CH:21][CH:22]=3)=[N:5][C:6]3[C:11]([N:12]=2)=[CH:10][C:9]([C:13]([OH:15])=[O:14])=[CH:8][CH:7]=3)=[CH:19][CH:18]=1)#[N:5]. The catalyst class is: 24. (7) Reactant: [C:1]([O:5][C:6]([N:8]1[CH2:13][CH2:12][C:11]([C:17]2[CH:22]=[CH:21][N:20]=[C:19]([Cl:23])[CH:18]=2)(C(O)=O)[CH2:10][CH2:9]1)=[O:7])([CH3:4])([CH3:3])[CH3:2]. Product: [Cl:23][C:19]1[CH:18]=[C:17]([CH:11]2[CH2:12][CH2:13][N:8]([C:6]([O:5][C:1]([CH3:4])([CH3:3])[CH3:2])=[O:7])[CH2:9][CH2:10]2)[CH:22]=[CH:21][N:20]=1. The catalyst class is: 11.